This data is from Catalyst prediction with 721,799 reactions and 888 catalyst types from USPTO. The task is: Predict which catalyst facilitates the given reaction. (1) Reactant: Cl.[CH3:2][O:3][NH2:4].[N:5]([CH2:8][C@H:9]1[O:13][C:12](=[O:14])[N:11]([C:15]2[CH:20]=[CH:19][C:18]([C:21](OC3C(F)=C(F)C(F)=C(F)C=3F)=[O:22])=[C:17]([F:35])[CH:16]=2)[CH2:10]1)=[N+:6]=[N-:7].C(N(C(C)C)CC)(C)C. Product: [N:5]([CH2:8][C@H:9]1[O:13][C:12](=[O:14])[N:11]([C:15]2[CH:20]=[CH:19][C:18]([C:21]([NH:4][O:3][CH3:2])=[O:22])=[C:17]([F:35])[CH:16]=2)[CH2:10]1)=[N+:6]=[N-:7]. The catalyst class is: 1. (2) Reactant: [Br-].[CH3:2][N:3]([CH3:25])[CH2:4][CH2:5][P+](C1C=CC=CC=1)(C1C=CC=CC=1)C1C=CC=CC=1.C([Li])CCC.[CH2:31]([O:38][C:39]1[C:40]([NH:47][C:48]2[S:49][CH:50]=[C:51]([CH3:53])[N:52]=2)=[N:41][CH:42]=[C:43]([CH:46]=1)[CH:44]=O)[C:32]1[CH:37]=[CH:36][CH:35]=[CH:34][CH:33]=1.[ClH:54]. Product: [ClH:54].[ClH:54].[CH2:31]([O:38][C:39]1[C:40]([NH:47][C:48]2[S:49][CH:50]=[C:51]([CH3:53])[N:52]=2)=[N:41][CH:42]=[C:43](/[CH:44]=[CH:5]/[CH2:4][N:3]([CH3:25])[CH3:2])[CH:46]=1)[C:32]1[CH:37]=[CH:36][CH:35]=[CH:34][CH:33]=1. The catalyst class is: 1. (3) Reactant: [Cl:1][C:2]1[CH:21]=[CH:20][C:5]([O:6][C:7]2[CH:12]=[N:11][CH:10]=[C:9]3[S:13][C:14]([C:16](OC)=[O:17])=[CH:15][C:8]=23)=[CH:4][CH:3]=1.[CH3:22][NH2:23].[H-].[Na+].O. Product: [Cl:1][C:2]1[CH:21]=[CH:20][C:5]([O:6][C:7]2[CH:12]=[N:11][CH:10]=[C:9]3[S:13][C:14]([C:16]([NH:23][CH3:22])=[O:17])=[CH:15][C:8]=23)=[CH:4][CH:3]=1. The catalyst class is: 1. (4) Reactant: [NH2:1][C:2]1[CH:7]=[CH:6][C:5]([N:8]2[CH2:12][CH:11]([CH2:13][NH:14][C:15](=[O:17])[CH3:16])[O:10][C:9]2=[O:18])=[CH:4][C:3]=1[F:19].N([O-])=O.[Na+].[N-:24]=[N+:25]=[N-].[Na+].C([O-])(=O)C.[Na+]. Product: [N:1]([C:2]1[CH:7]=[CH:6][C:5]([N:8]2[CH2:12][C@H:11]([CH2:13][NH:14][C:15](=[O:17])[CH3:16])[O:10][C:9]2=[O:18])=[CH:4][C:3]=1[F:19])=[N+:24]=[N-:25]. The catalyst class is: 126. (5) Reactant: Cl.[NH2:2][C@@H:3]([CH2:11][C:12]1[CH:13]=[N:14][CH:15]=[CH:16][CH:17]=1)[C:4]([N:6]1[CH2:10][CH2:9][CH2:8][CH2:7]1)=[O:5].CCN(C(C)C)C(C)C.[Cl:27][C:28]1[CH:29]=[C:30]2[CH:36]=[C:35]([C:37](O)=[O:38])[NH:34][C:31]2=[CH:32][N:33]=1.CN(C(ON1N=NC2C=CC=CC1=2)=[N+](C)C)C.[B-](F)(F)(F)F. Product: [O:5]=[C:4]([N:6]1[CH2:7][CH2:8][CH2:9][CH2:10]1)[C@@H:3]([NH:2][C:37]([C:35]1[NH:34][C:31]2=[CH:32][N:33]=[C:28]([Cl:27])[CH:29]=[C:30]2[CH:36]=1)=[O:38])[CH2:11][C:12]1[CH:13]=[N:14][CH:15]=[CH:16][CH:17]=1. The catalyst class is: 3. (6) Reactant: [CH:1]([C:4]1[C:8]([C:9](OCC)=[O:10])=[C:7]([CH:14]([CH3:16])[CH3:15])[O:6][N:5]=1)([CH3:3])[CH3:2].[H-].[Al+3].[Li+].[H-].[H-].[H-]. Product: [CH:1]([C:4]1[C:8]([CH2:9][OH:10])=[C:7]([CH:14]([CH3:16])[CH3:15])[O:6][N:5]=1)([CH3:3])[CH3:2]. The catalyst class is: 7. (7) Reactant: [CH:1]1([C:4](Cl)=[O:5])[CH2:3][CH2:2]1.[F:7][C:8]1([C:13]2[CH:18]=[CH:17][C:16]([C:19]3[CH2:23][C:22]([C:28]4[CH:33]=[C:32]([Cl:34])[C:31]([Cl:35])=[C:30]([Cl:36])[CH:29]=4)([C:24]([F:27])([F:26])[F:25])[O:21][N:20]=3)=[CH:15][CH:14]=2)[CH2:11][CH:10]([NH2:12])[CH2:9]1.CCN(C(C)C)C(C)C. Product: [F:7][C:8]1([C:13]2[CH:14]=[CH:15][C:16]([C:19]3[CH2:23][C:22]([C:28]4[CH:33]=[C:32]([Cl:34])[C:31]([Cl:35])=[C:30]([Cl:36])[CH:29]=4)([C:24]([F:25])([F:26])[F:27])[O:21][N:20]=3)=[CH:17][CH:18]=2)[CH2:11][CH:10]([NH:12][C:4]([CH:1]2[CH2:3][CH2:2]2)=[O:5])[CH2:9]1. The catalyst class is: 239. (8) Reactant: Br[C:2]1[C:10]2[N:9]3[CH2:11][CH2:12][CH2:13][NH:14][C:15](=[O:16])[C:8]3=[CH:7][C:6]=2[CH:5]=[C:4]([F:17])[CH:3]=1.[C:18](=O)([O-])[O-].[K+].[K+].CB1OB(C)OB(C)O1.O. Product: [F:17][C:4]1[CH:3]=[C:2]([CH3:18])[C:10]2[N:9]3[CH2:11][CH2:12][CH2:13][NH:14][C:15](=[O:16])[C:8]3=[CH:7][C:6]=2[CH:5]=1. The catalyst class is: 3. (9) Reactant: [Cl:1][C:2]1[C:7]([N:8]2[CH2:13][CH2:12][CH:11]([C:14]3[CH:19]=[CH:18][C:17]([O:20][CH3:21])=[CH:16][C:15]=3[O:22][CH3:23])[CH2:10][CH2:9]2)=[CH:6][N:5]=[N:4][C:3]=1[NH:24][NH:25][C:26](=O)[CH2:27][CH:28]1[CH2:30][CH2:29]1.P(Cl)(Cl)(Cl)=O. Product: [Cl:1][C:2]1[C:3]2[N:4]([C:26]([CH2:27][CH:28]3[CH2:30][CH2:29]3)=[N:25][N:24]=2)[N:5]=[CH:6][C:7]=1[N:8]1[CH2:9][CH2:10][CH:11]([C:14]2[CH:19]=[CH:18][C:17]([O:20][CH3:21])=[CH:16][C:15]=2[O:22][CH3:23])[CH2:12][CH2:13]1. The catalyst class is: 647.